This data is from Forward reaction prediction with 1.9M reactions from USPTO patents (1976-2016). The task is: Predict the product of the given reaction. (1) Given the reactants [F:1][C:2]1[C:11]([F:12])=[C:10]2[C:5]([CH:6]=[CH:7][CH:8]=[N:9]2)=[CH:4][CH:3]=1.[I:13]N1C(=O)CCC1=O, predict the reaction product. The product is: [F:1][C:2]1[C:11]([F:12])=[C:10]2[C:5]([CH:6]=[C:7]([I:13])[CH:8]=[N:9]2)=[CH:4][CH:3]=1. (2) Given the reactants [CH2:1]([NH2:8])[C:2]1[CH:7]=[CH:6][CH:5]=[CH:4][CH:3]=1.[CH3:9][O:10][C:11]1[CH:19]=[CH:18][C:14]([C:15](Cl)=[O:16])=[CH:13][CH:12]=1, predict the reaction product. The product is: [CH2:1]([NH:8][C:15](=[O:16])[C:14]1[CH:18]=[CH:19][C:11]([O:10][CH3:9])=[CH:12][CH:13]=1)[C:2]1[CH:7]=[CH:6][CH:5]=[CH:4][CH:3]=1. (3) Given the reactants [NH2:1][C:2]1[N:6]([CH2:7][CH2:8][OH:9])[N:5]=[CH:4][CH:3]=1.C(N(CC)CC)C.[C:17](Cl)([C:30]1[CH:35]=[CH:34][CH:33]=[CH:32][CH:31]=1)([C:24]1[CH:29]=[CH:28][CH:27]=[CH:26][CH:25]=1)[C:18]1[CH:23]=[CH:22][CH:21]=[CH:20][CH:19]=1.O, predict the reaction product. The product is: [C:17]([NH:1][C:2]1[N:6]([CH2:7][CH2:8][OH:9])[N:5]=[CH:4][CH:3]=1)([C:18]1[CH:23]=[CH:22][CH:21]=[CH:20][CH:19]=1)([C:30]1[CH:31]=[CH:32][CH:33]=[CH:34][CH:35]=1)[C:24]1[CH:25]=[CH:26][CH:27]=[CH:28][CH:29]=1. (4) Given the reactants CCN=C=NCCCN(C)C.Cl.[O:13]=[C:14]1[NH:18][C:17](=[O:19])[O:16][N:15]1[CH2:20][C:21]1[CH:43]=[CH:42][C:24]([O:25][CH2:26][C:27]2[CH:28]=[C:29]([C:33]3[CH:38]=[CH:37][C:36]([C:39]([OH:41])=O)=[CH:35][CH:34]=3)[CH:30]=[CH:31][CH:32]=2)=[CH:23][CH:22]=1.[CH2:44]([O:46][CH2:47][CH2:48][NH2:49])[CH3:45].C1C=CC2N(O)N=NC=2C=1, predict the reaction product. The product is: [O:13]=[C:14]1[NH:18][C:17](=[O:19])[O:16][N:15]1[CH2:20][C:21]1[CH:43]=[CH:42][C:24]([O:25][CH2:26][C:27]2[CH:28]=[C:29]([C:33]3[CH:38]=[CH:37][C:36]([C:39]([NH:49][CH2:48][CH2:47][O:46][CH2:44][CH3:45])=[O:41])=[CH:35][CH:34]=3)[CH:30]=[CH:31][CH:32]=2)=[CH:23][CH:22]=1. (5) Given the reactants [NH2:1][C:2]1[C:7]([CH:8]=O)=[CH:6][CH:5]=[CH:4][N:3]=1.[Cl:10][C:11]1[CH:16]=[CH:15][C:14]([N+:17]([O-:19])=[O:18])=[CH:13][C:12]=1[C:20](=O)[CH3:21].[OH-].[Na+], predict the reaction product. The product is: [Cl:10][C:11]1[CH:16]=[CH:15][C:14]([N+:17]([O-:19])=[O:18])=[CH:13][C:12]=1[C:20]1[CH:21]=[CH:8][C:7]2[C:2](=[N:3][CH:4]=[CH:5][CH:6]=2)[N:1]=1. (6) Given the reactants [C:1]([O:9][CH2:10][C@@H:11]1[CH2:15][C@H:14](OS(C(F)(F)F)(=O)=O)[CH:13]([O:24][CH3:25])[O:12]1)(=[O:8])[C:2]1[CH:7]=[CH:6][CH:5]=[CH:4][CH:3]=1.[N-:26]=[N+:27]=[N-:28].[Na+], predict the reaction product. The product is: [C:1]([O:9][CH2:10][C@@H:11]1[CH2:15][C@@H:14]([N:26]=[N+:27]=[N-:28])[C@H:13]([O:24][CH3:25])[O:12]1)(=[O:8])[C:2]1[CH:7]=[CH:6][CH:5]=[CH:4][CH:3]=1.